Dataset: Full USPTO retrosynthesis dataset with 1.9M reactions from patents (1976-2016). Task: Predict the reactants needed to synthesize the given product. Given the product [Cl:1][C:2]1[C:7]([N+:8]([O-:10])=[O:9])=[C:6]([O:14][CH3:13])[N:5]=[C:4]([CH3:12])[N:3]=1, predict the reactants needed to synthesize it. The reactants are: [Cl:1][C:2]1[C:7]([N+:8]([O-:10])=[O:9])=[C:6](Cl)[N:5]=[C:4]([CH3:12])[N:3]=1.[CH3:13][O-:14].[Na+].O.